This data is from Forward reaction prediction with 1.9M reactions from USPTO patents (1976-2016). The task is: Predict the product of the given reaction. (1) The product is: [ClH:1].[CH2:12]1[CH:11]2[CH2:10][NH:9][CH2:16][CH:15]2[CH2:14][N:13]1[C:17]([O:19][C:20]([CH3:23])([CH3:22])[CH3:21])=[O:18]. Given the reactants [ClH:1].C([N:9]1[CH2:16][C@@H:15]2[C@@H:11]([CH2:12][N:13]([C:17]([O:19][C:20]([CH3:23])([CH3:22])[CH3:21])=[O:18])[CH2:14]2)[CH2:10]1)C1C=CC=CC=1.N#N, predict the reaction product. (2) Given the reactants C([O:3][C:4]([CH:6]1[CH2:8][CH:7]1[CH2:9][C:10]1[N:18]2[C:13]([C:14]([NH2:19])=[N:15][CH:16]=[N:17]2)=[C:12]([C:20]2[CH:21]=[CH:22][C:23]3[C:27]([CH:28]=2)=[N:26][N:25]([CH2:29][C:30]2[CH:35]=[CH:34][CH:33]=[CH:32][CH:31]=2)[CH:24]=3)[CH:11]=1)=O)C.CC(C[AlH]CC(C)C)C, predict the reaction product. The product is: [NH2:19][C:14]1[C:13]2=[C:12]([C:20]3[CH:21]=[CH:22][C:23]4[C:27]([CH:28]=3)=[N:26][N:25]([CH2:29][C:30]3[CH:35]=[CH:34][CH:33]=[CH:32][CH:31]=3)[CH:24]=4)[CH:11]=[C:10]([CH2:9][CH:7]3[CH2:8][CH:6]3[CH2:4][OH:3])[N:18]2[N:17]=[CH:16][N:15]=1. (3) Given the reactants [OH:1][CH:2]([C:16]1[CH:17]=[C:18]([NH:22][S:23]([C:26]2[CH:31]=[CH:30][CH:29]=[CH:28][CH:27]=2)(=[O:25])=[O:24])[CH:19]=[CH:20][CH:21]=1)[CH2:3][NH:4][C:5]([CH3:15])([CH3:14])[CH2:6][CH2:7][N:8]1[CH:12]=[C:11](I)[N:10]=[CH:9]1.C(=O)([O-])[O-].[Na+].[Na+].O1[CH2:43][CH2:42]OCC1.ClCCl, predict the reaction product. The product is: [CH3:14][C:5]([NH:4][CH2:3][CH:2]([C:16]1[CH:17]=[C:18]([NH:22][S:23]([C:26]2[CH:31]=[CH:30][CH:29]=[CH:28][CH:27]=2)(=[O:25])=[O:24])[CH:19]=[CH:20][CH:21]=1)[OH:1])([CH3:15])[CH2:6][CH2:7][N:8]1[CH:12]=[C:11]([C:26]2[S:23][C:42]([CH3:43])=[CH:28][CH:27]=2)[N:10]=[CH:9]1. (4) Given the reactants [CH3:1][C:2]1([CH3:16])[O:6][C:5]([C:7]2[CH:14]=[CH:13][C:10]([C:11]#[N:12])=[CH:9][CH:8]=2)=[CH:4][C:3]1=[O:15].C1C(=O)N([Br:24])C(=O)C1, predict the reaction product. The product is: [Br:24][C:4]1[C:3](=[O:15])[C:2]([CH3:16])([CH3:1])[O:6][C:5]=1[C:7]1[CH:14]=[CH:13][C:10]([C:11]#[N:12])=[CH:9][CH:8]=1. (5) Given the reactants Br[C:2]1[CH:23]=[CH:22][C:5]([C:6]([NH:8][S:9]([C:12]2[CH:17]=[CH:16][CH:15]=[CH:14][C:13]=2[S:18](=[O:21])(=[O:20])[NH2:19])(=[O:11])=[O:10])=[O:7])=[CH:4][C:3]=1[O:24][CH2:25][CH2:26][C:27]([O:30][CH3:31])([CH3:29])[CH3:28].[O:32]1[C:36]2[CH:37]=[CH:38][CH:39]=[CH:40][C:35]=2[CH:34]=[C:33]1B(O)O.C(=O)([O-])[O-].[Na+].[Na+], predict the reaction product. The product is: [O:32]1[C:36]2[CH:37]=[CH:38][CH:39]=[CH:40][C:35]=2[CH:34]=[C:33]1[C:2]1[CH:23]=[CH:22][C:5]([C:6]([NH:8][S:9]([C:12]2[CH:17]=[CH:16][CH:15]=[CH:14][C:13]=2[S:18](=[O:20])(=[O:21])[NH2:19])(=[O:10])=[O:11])=[O:7])=[CH:4][C:3]=1[O:24][CH2:25][CH2:26][C:27]([O:30][CH3:31])([CH3:29])[CH3:28]. (6) Given the reactants [CH2:1]([C:3]1[C:8]([B:9]2[O:13][C:12]([CH3:15])(C)[C:11]([CH3:17])([CH3:16])[O:10]2)=[CH:7][CH:6]=[CH:5][C:4]=1[CH:18]1[CH2:23][CH2:22][NH:21][CH2:20][CH2:19]1)[CH3:2].C1CCN2C(=NCCC2)CC1.[C:35]([O:39][CH2:40][CH3:41])(=[O:38])[CH:36]=[CH2:37], predict the reaction product. The product is: [CH2:1]([C:3]1[C:8]([B:9]2[O:10][C:11]([CH3:16])([CH3:17])[CH:12]([CH3:15])[O:13]2)=[CH:7][CH:6]=[CH:5][C:4]=1[CH:18]1[CH2:23][CH2:22][N:21]([CH2:37][CH2:36][C:35]([O:39][CH2:40][CH3:41])=[O:38])[CH2:20][CH2:19]1)[CH3:2]. (7) The product is: [Cl:81][C:76]1[CH:77]=[CH:78][CH:79]=[CH:80][C:75]=1[CH2:74][C@@H:69]([NH:68][C:33]([C:6]1[CH:5]=[C:4]([CH2:1][CH2:2][CH3:3])[N:8]([CH2:9][C:10]2[CH:11]=[N:12][C:13]([C:16]3[CH:21]=[CH:20][CH:19]=[CH:18][C:17]=3[C:22]3[NH:26][N:25]=[N:24][N:23]=3)=[CH:14][CH:15]=2)[N:7]=1)=[O:37])[CH2:70][C:71]([OH:73])=[O:72]. Given the reactants [CH2:1]([C:4]1[N:8]([CH2:9][C:10]2[CH:11]=[N:12][C:13]([C:16]3[CH:21]=[CH:20][CH:19]=[CH:18][C:17]=3[C:22]3[NH:26][N:25]=[N:24][N:23]=3)=[CH:14][CH:15]=2)[N:7]=[C:6](C(O)=O)[CH:5]=1)[CH2:2][CH3:3].CN([C:33]([O:37]N1N=NC2C=CC=NC1=2)=[N+](C)C)C.F[P-](F)(F)(F)(F)F.CCN(C(C)C)C(C)C.CN(C=O)C.[NH2:68][C@H:69]([CH2:74][C:75]1[CH:80]=[CH:79][CH:78]=[CH:77][C:76]=1[Cl:81])[CH2:70][C:71]([OH:73])=[O:72].Cl, predict the reaction product.